This data is from Full USPTO retrosynthesis dataset with 1.9M reactions from patents (1976-2016). The task is: Predict the reactants needed to synthesize the given product. (1) Given the product [C:14]1([C:20]2[N:24]([C:25]3[CH:30]=[CH:29][C:28]([S:31]([NH2:34])(=[O:33])=[O:32])=[CH:27][CH:26]=3)[N:23]=[C:22]([CH2:3][CH2:4][CH2:5][NH:9][C:10]([NH:9][C:5]3[CH:6]=[CH:7][CH:8]=[C:3]([C:2]([F:12])([F:13])[F:1])[CH:4]=3)=[O:11])[CH:21]=2)[CH:15]=[CH:16][CH:17]=[CH:18][CH:19]=1, predict the reactants needed to synthesize it. The reactants are: [F:1][C:2]([F:13])([F:12])[C:3]1[CH:4]=[C:5]([N:9]=[C:10]=[O:11])[CH:6]=[CH:7][CH:8]=1.[C:14]1([C:20]2[N:24]([C:25]3[CH:30]=[CH:29][C:28]([S:31]([NH2:34])(=[O:33])=[O:32])=[CH:27][CH:26]=3)[N:23]=[C:22](NC(NC3C=CC=C(C(F)(F)F)C=3)=O)[CH:21]=2)[CH:19]=[CH:18][CH:17]=[CH:16][CH:15]=1. (2) The reactants are: [CH3:1]I.[CH2:3]([N:10]1[C:14]([C:15]([F:18])([F:17])[F:16])=[C:13]([CH3:19])[C:12]([Br:20])=[C:11]1[C:21]([NH:23][CH2:24][C:25]([CH3:28])([CH3:27])[CH3:26])=[O:22])[C:4]1[CH:9]=[CH:8][CH:7]=[CH:6][CH:5]=1.[H-].[Na+]. Given the product [CH2:3]([N:10]1[C:14]([C:15]([F:18])([F:16])[F:17])=[C:13]([CH3:19])[C:12]([Br:20])=[C:11]1[C:21]([N:23]([CH3:1])[CH2:24][C:25]([CH3:28])([CH3:27])[CH3:26])=[O:22])[C:4]1[CH:5]=[CH:6][CH:7]=[CH:8][CH:9]=1, predict the reactants needed to synthesize it. (3) Given the product [F:1][C:2]1[CH:7]=[CH:6][CH:5]=[CH:4][C:3]=1[C:8]1[N:9]=[N:10][N:11]2[C:20]3[C:15](=[CH:16][CH:17]=[CH:18][CH:19]=3)[C:14]([N:33]3[CH2:38][CH2:37][C:36](=[O:39])[CH2:35][CH2:34]3)=[N:13][C:12]=12, predict the reactants needed to synthesize it. The reactants are: [F:1][C:2]1[CH:7]=[CH:6][CH:5]=[CH:4][C:3]=1[C:8]1[N:9]=[N:10][N:11]2[C:20]3[C:15](=[CH:16][CH:17]=[CH:18][CH:19]=3)[C:14](OS(C3C=CC(C)=CC=3)(=O)=O)=[N:13][C:12]=12.O.[NH:33]1[CH2:38][CH2:37][C:36](=[O:39])[CH2:35][CH2:34]1.C(N(CC)CC)C. (4) Given the product [CH2:1]([N:5]([S:15]([C:18]1[CH:23]=[CH:22][C:21]([N+:24]([O-:26])=[O:25])=[CH:20][CH:19]=1)(=[O:17])=[O:16])[C@H:6]([C:12]([OH:14])=[O:13])[CH2:7][CH2:8][CH2:9][CH2:10][NH:11][C:35](=[O:36])[CH:34]=[CH:33][C:32]1[CH:38]=[CH:39][CH:40]=[C:30]([N+:27]([O-:29])=[O:28])[CH:31]=1)[CH:2]([CH3:4])[CH3:3], predict the reactants needed to synthesize it. The reactants are: [CH2:1]([N:5]([S:15]([C:18]1[CH:23]=[CH:22][C:21]([N+:24]([O-:26])=[O:25])=[CH:20][CH:19]=1)(=[O:17])=[O:16])[C@H:6]([C:12]([OH:14])=[O:13])[CH2:7][CH2:8][CH2:9][CH2:10][NH2:11])[CH:2]([CH3:4])[CH3:3].[N+:27]([C:30]1[CH:31]=[C:32]([CH:38]=[CH:39][CH:40]=1)[CH:33]=[CH:34][C:35](O)=[O:36])([O-:29])=[O:28]. (5) Given the product [C:1]([C:3]1[CH:8]=[C:7]([C:9]2[C:10]([CH3:15])=[N:11][O:12][C:13]=2[CH3:14])[CH:6]=[C:5]2[C:4]=1[C:26]1[CH:25]=[CH:24][C:19]([C:20]([O:22][CH3:23])=[O:21])=[C:18]([F:27])[C:17]=1[NH:16]2)#[N:2], predict the reactants needed to synthesize it. The reactants are: [C:1]([C:3]1[CH:4]=[C:5]([NH:16][C:17]2[C:18]([F:27])=[C:19]([CH:24]=[CH:25][CH:26]=2)[C:20]([O:22][CH3:23])=[O:21])[CH:6]=[C:7]([C:9]2[C:10]([CH3:15])=[N:11][O:12][C:13]=2[CH3:14])[CH:8]=1)#[N:2].C([O-])([O-])=O.[K+].[K+]. (6) Given the product [S:16]1[CH:20]=[CH:19][CH:18]=[C:17]1[CH2:21][CH2:22][NH:23][C:13]([C:4]12[CH2:10][C:8]3([CH3:11])[CH2:7][CH:6]([CH2:12][C:2]([CH3:1])([CH2:9]3)[CH2:3]1)[CH2:5]2)=[O:14], predict the reactants needed to synthesize it. The reactants are: [CH3:1][C:2]12[CH2:12][CH:6]3[CH2:7][C:8]([CH3:11])([CH2:10][C:4]([C:13](O)=[O:14])([CH2:5]3)[CH2:3]1)[CH2:9]2.[S:16]1[CH:20]=[CH:19][CH:18]=[C:17]1[CH2:21][CH2:22][NH2:23].C(N(CC)CC)C.CCN=C=NCCCN(C)C. (7) Given the product [OH:2][C:3]1[C:20]([C:53](=[O:55])[CH3:54])=[CH:19][C:6]2[CH2:7][CH2:8][N:9]([C:12](=[O:14])[C:32]([F:43])([F:42])[F:31])[CH2:10][CH2:11][C:5]=2[CH:4]=1, predict the reactants needed to synthesize it. The reactants are: C[O:2][C:3]1[CH:20]=[CH:19][C:6]2[CH2:7][CH2:8][N:9]([C:12]([O:14]C(C)(C)C)=O)[CH2:10][CH2:11][C:5]=2[CH:4]=1.C(Cl)Cl.CCN(CC)CC.[F:31][C:32]([F:43])([F:42])C(OC(=O)[C:32]([F:43])([F:42])[F:31])=O.C([O-])(O)=O.[Na+].[Al+3].[Cl-].[Cl-].[Cl-].[C:53](Cl)(=[O:55])[CH3:54].B(Cl)(Cl)Cl.Cl. (8) Given the product [C:17]([O:9][C:8]1[CH:10]=[CH:11][C:3](/[CH:2]=[CH:13]/[C:12]([OH:15])=[O:14])=[CH:4][C:5]=1[O:6][CH3:7])(=[O:19])[CH3:18], predict the reactants needed to synthesize it. The reactants are: O=[CH:2][C:3]1[CH:11]=[CH:10][C:8]([OH:9])=[C:5]([O:6][CH3:7])[CH:4]=1.[C:12]([O-:15])(=[O:14])[CH3:13].[Na+].[C:17](OC(=O)C)(=[O:19])[CH3:18]. (9) Given the product [CH3:1][O:2][C:3]1[C:11]([NH:12][C:13](=[O:18])[C:14]([F:16])([F:15])[F:17])=[CH:10][C:9]([N+:19]([O-:21])=[O:20])=[C:5]([CH:4]=1)[C:6]([OH:8])=[O:7], predict the reactants needed to synthesize it. The reactants are: [CH3:1][O:2][C:3]1[CH:4]=[C:5]([CH:9]=[CH:10][C:11]=1[NH:12][C:13](=[O:18])[C:14]([F:17])([F:16])[F:15])[C:6]([OH:8])=[O:7].[N+:19]([O-])([OH:21])=[O:20].[Na+].[Cl-]. (10) Given the product [Br:1][C:2]1[CH:14]=[C:13]2[C:5]([C:6]3[CH:7]=[CH:8][C:9]([NH2:15])=[CH:10][C:11]=3[C:12]2([CH2:28][CH2:29][CH2:30][CH3:31])[CH2:17][CH2:18][CH2:19][CH3:20])=[CH:4][CH:3]=1, predict the reactants needed to synthesize it. The reactants are: [Br:1][C:2]1[CH:14]=[C:13]2[C:5]([C:6]3[CH:7]=[CH:8][C:9]([NH2:15])=[CH:10][C:11]=3[CH2:12]2)=[CH:4][CH:3]=1.I[CH2:17][CH2:18][CH2:19][CH3:20].CC(C)([O-])C.[K+].O1[CH2:31][CH2:30][CH2:29][CH2:28]1.